This data is from Catalyst prediction with 721,799 reactions and 888 catalyst types from USPTO. The task is: Predict which catalyst facilitates the given reaction. (1) Reactant: [NH:1]1[CH:5]=[C:4]([C:6]([O:8][CH2:9][CH3:10])=[O:7])[CH:3]=[N:2]1.[CH3:11][C:12]1[CH:19]=[CH:18][C:15]([CH2:16]Br)=[CH:14][CH:13]=1.C1CN2C(=NCCC2)NC1. Product: [CH3:11][C:12]1[CH:19]=[CH:18][C:15]([CH2:16][N:1]2[CH:5]=[C:4]([C:6]([O:8][CH2:9][CH3:10])=[O:7])[CH:3]=[N:2]2)=[CH:14][CH:13]=1. The catalyst class is: 9. (2) Reactant: [CH:1]1([CH:4]([NH:25]C(=O)OC(C)(C)C)[C:5](=[O:24])[NH:6][CH2:7][C:8]2[CH:9]=[C:10]([C:14]3[CH:19]=[CH:18][C:17]([C:20]([F:23])([F:22])[F:21])=[CH:16][CH:15]=3)[CH:11]=[CH:12][CH:13]=2)[CH2:3][CH2:2]1.O1CCOCC1. Product: [NH2:25][CH:4]([CH:1]1[CH2:2][CH2:3]1)[C:5]([NH:6][CH2:7][C:8]1[CH:9]=[C:10]([C:14]2[CH:19]=[CH:18][C:17]([C:20]([F:21])([F:22])[F:23])=[CH:16][CH:15]=2)[CH:11]=[CH:12][CH:13]=1)=[O:24]. The catalyst class is: 33. (3) Reactant: [N+:1]([C:4]1[CH:13]=[CH:12][C:7]([C:8]([O:10][CH3:11])=[O:9])=[CH:6][C:5]=1[C:14](=[O:25])[NH:15][C:16]([C:19]1[CH:24]=[CH:23][CH:22]=[CH:21][CH:20]=1)([CH3:18])[CH3:17])([O-])=O. Product: [NH2:1][C:4]1[CH:13]=[CH:12][C:7]([C:8]([O:10][CH3:11])=[O:9])=[CH:6][C:5]=1[C:14](=[O:25])[NH:15][C:16]([C:19]1[CH:20]=[CH:21][CH:22]=[CH:23][CH:24]=1)([CH3:18])[CH3:17]. The catalyst class is: 381. (4) Reactant: [N:1]1[CH:6]=[CH:5][CH:4]=[C:3]([C:7]2[N:15]3[C:10]([CH:11]=[CH:12][CH:13]=[CH:14]3)=[CH:9][C:8]=2[CH2:16][OH:17])[CH:2]=1. Product: [N:1]1[CH:6]=[CH:5][CH:4]=[C:3]([C:7]2[N:15]3[C:10]([CH:11]=[CH:12][CH:13]=[CH:14]3)=[CH:9][C:8]=2[CH:16]=[O:17])[CH:2]=1. The catalyst class is: 697. (5) Reactant: Cl.O1CCOCC1.C(OC(=O)[NH:14][C:15]1[CH:20]=[CH:19][C:18]([CH2:21][C:22]2[CH:27]=[C:26]([Cl:28])[N:25]=[CH:24][N:23]=2)=[CH:17][CH:16]=1)(C)(C)C. Product: [Cl:28][C:26]1[N:25]=[CH:24][N:23]=[C:22]([CH2:21][C:18]2[CH:19]=[CH:20][C:15]([NH2:14])=[CH:16][CH:17]=2)[CH:27]=1. The catalyst class is: 2. (6) Reactant: O[CH2:2][CH2:3][CH2:4][N:5]1[CH2:10][CH2:9][N:8]([C:11]([O:13][C:14]([CH3:17])([CH3:16])[CH3:15])=[O:12])[CH2:7][CH2:6]1.C1C=CC(P(C2C=CC=CC=2)C2C=CC=CC=2)=CC=1.[I:37]I.N1C=CN=C1. Product: [I:37][CH2:2][CH2:3][CH2:4][N:5]1[CH2:10][CH2:9][N:8]([C:11]([O:13][C:14]([CH3:17])([CH3:16])[CH3:15])=[O:12])[CH2:7][CH2:6]1. The catalyst class is: 2. (7) Product: [C:26](=[O:29])([O:25][C:22]1[CH:23]=[N:24][C:19]([C@H:16]2[CH2:15][CH2:14][C@H:13]([NH:12][C:2]([O:4][CH2:5][C:6]3[CH:11]=[CH:10][CH:9]=[CH:8][CH:7]=3)=[O:3])[CH2:18][CH2:17]2)=[CH:20][CH:21]=1)[O:27][CH2:5][C:6]1[CH:11]=[CH:10][CH:9]=[CH:8][CH:7]=1. The catalyst class is: 24. Reactant: Cl[C:2]([O:4][CH2:5][C:6]1[CH:11]=[CH:10][CH:9]=[CH:8][CH:7]=1)=[O:3].[NH2:12][C@H:13]1[CH2:18][CH2:17][C@H:16]([C:19]2[N:24]=[CH:23][C:22]([OH:25])=[CH:21][CH:20]=2)[CH2:15][CH2:14]1.[C:26](=[O:29])([O-])[O-:27].[Na+].[Na+].